This data is from Catalyst prediction with 721,799 reactions and 888 catalyst types from USPTO. The task is: Predict which catalyst facilitates the given reaction. (1) The catalyst class is: 4. Product: [CH2:16]([NH:18][C:19]1[N:27]=[C:26]([Cl:28])[CH:25]=[CH:24][C:20]=1[C:21]([F:7])=[O:22])[CH3:17]. Reactant: N1C=CC=CC=1.[F:7]N1N=C(F)C=C(F)N1.[CH2:16]([NH:18][C:19]1[N:27]=[C:26]([Cl:28])[CH:25]=[CH:24][C:20]=1[C:21](O)=[O:22])[CH3:17]. (2) Reactant: [OH-:1].[Na+].C(O[C:6]([C:8]1[CH:12]=[C:11]([C:13]2[CH:18]=[C:17]([O:19][CH3:20])[CH:16]=[CH:15][N:14]=2)[N:10]([C:21]2[N:22]=[N:23][C:24](Cl)=[CH:25][CH:26]=2)[N:9]=1)=[O:7])C.[O:28]1[CH2:32]CCC1. Product: [CH3:32][O:28][C:24]1[N:23]=[N:22][C:21]([N:10]2[C:11]([C:13]3[CH:18]=[C:17]([O:19][CH3:20])[CH:16]=[CH:15][N:14]=3)=[CH:12][C:8]([C:6]([OH:7])=[O:1])=[N:9]2)=[CH:26][CH:25]=1. The catalyst class is: 5. (3) Reactant: [NH2:1][C:2]1[C:7]([O:8][CH2:9][C:10]2[CH:15]=[CH:14][CH:13]=[CH:12][CH:11]=2)=[CH:6][CH:5]=[CH:4][N:3]=1.[CH3:16][C:17]([N+:24]#[C-:25])([CH3:23])[CH2:18][C:19]([CH3:22])([CH3:21])[CH3:20].[CH:26](=O)[CH3:27]. Product: [CH2:9]([O:8][C:7]1[C:2]2[N:3]([C:25]([NH:24][C:17]([CH3:23])([CH3:16])[CH2:18][C:19]([CH3:22])([CH3:21])[CH3:20])=[C:26]([CH3:27])[N:1]=2)[CH:4]=[CH:5][CH:6]=1)[C:10]1[CH:11]=[CH:12][CH:13]=[CH:14][CH:15]=1. The catalyst class is: 519. (4) Reactant: [Br:1][CH:2]([C:6]1[CH:11]=[CH:10][CH:9]=[CH:8][CH:7]=1)[C:3](Cl)=[O:4].[CH2:12]([NH:14][CH2:15][CH3:16])[CH3:13].CCN(C(C)C)C(C)C. Product: [Br:1][CH:2]([C:6]1[CH:11]=[CH:10][CH:9]=[CH:8][CH:7]=1)[C:3]([N:14]([CH2:15][CH3:16])[CH2:12][CH3:13])=[O:4]. The catalyst class is: 4. (5) Reactant: [CH3:1][O:2][C@H:3]([C:7]1[CH:12]=[CH:11][CH:10]=[CH:9][CH:8]=1)[C:4]([OH:6])=[O:5]. Product: [CH:7]1([C@@H:3]([O:2][CH3:1])[C:4]([OH:6])=[O:5])[CH2:12][CH2:11][CH2:10][CH2:9][CH2:8]1. The catalyst class is: 5. (6) Reactant: C(O)C.Br[C:5]1[CH:6]=[C:7]([C:17]([NH:19][CH2:20][C:21]2[C:22](=[O:29])[NH:23][C:24]([CH3:28])=[CH:25][C:26]=2[CH3:27])=[O:18])[C:8]2[CH:9]=[CH:10][N:11]([CH:14]([CH3:16])[CH3:15])[C:12]=2[CH:13]=1. Product: [CH3:27][C:26]1[CH:25]=[C:24]([CH3:28])[NH:23][C:22](=[O:29])[C:21]=1[CH2:20][NH:19][C:17]([C:7]1[C:8]2[CH:9]=[CH:10][N:11]([CH:14]([CH3:16])[CH3:15])[C:12]=2[CH:13]=[CH:5][CH:6]=1)=[O:18]. The catalyst class is: 304. (7) Reactant: [CH3:1][C@@H:2]1[C:7](=S)[NH:6][C:5]2[CH:9]=[C:10]([C:13]([CH2:22][CH2:23][CH2:24][C:25]([F:28])([F:27])[F:26])([C:15]([O:17][C:18]([CH3:21])([CH3:20])[CH3:19])=[O:16])[NH2:14])[CH:11]=[CH:12][C:4]=2[O:3]1.[NH3:29]. Product: [CH3:1][C@@H:2]1[C:7]([NH2:29])=[N:6][C:5]2[CH:9]=[C:10]([C:13]([CH2:22][CH2:23][CH2:24][C:25]([F:28])([F:27])[F:26])([C:15]([O:17][C:18]([CH3:21])([CH3:20])[CH3:19])=[O:16])[NH2:14])[CH:11]=[CH:12][C:4]=2[O:3]1. The catalyst class is: 5. (8) Reactant: [C:1](O)(=O)/[C:2](=[C:4](\[CH:6]=[O:7])/[Cl:5])/[Cl:3].C([O-])([O-])=O.[Na+].[Na+].Cl.[C:17]([NH:21][NH2:22])([CH3:20])([CH3:19])[CH3:18]. Product: [C:17]([N:21]1[C:6](=[O:7])[C:4]([Cl:5])=[C:2]([Cl:3])[CH:1]=[N:22]1)([CH3:20])([CH3:19])[CH3:18]. The catalyst class is: 6.